Dataset: Full USPTO retrosynthesis dataset with 1.9M reactions from patents (1976-2016). Task: Predict the reactants needed to synthesize the given product. (1) The reactants are: [CH3:1][O:2][CH2:3][C:4]#[N:5].C([OH:8])C.[ClH:9].[CH2:10]([O:12][CH2:13]C)C. Given the product [ClH:9].[CH3:10][O:12][CH2:13][C:1]([O:2][CH2:3][CH:4]=[NH:5])=[O:8], predict the reactants needed to synthesize it. (2) Given the product [CH3:1][O:2][C:3]([C@@H:5]([N:13]1[CH2:21][C:17]2[CH:18]=[CH:19][S:20][C:16]=2[CH2:15][CH2:14]1)[C:6]1[C:11]([Cl:12])=[CH:10][CH:9]=[CH:8][CH:7]=1)=[O:4].[OH:25][S:22]([OH:26])(=[O:24])=[O:23], predict the reactants needed to synthesize it. The reactants are: [CH3:1][O:2][C:3]([C@@H:5]([N:13]1[CH2:21][C:17]2[CH:18]=[CH:19][S:20][C:16]=2[CH2:15][CH2:14]1)[C:6]1[CH:7]=[CH:8][CH:9]=[CH:10][C:11]=1[Cl:12])=[O:4].[S:22](=[O:26])(=[O:25])([OH:24])[OH:23].C(OCC)C. (3) Given the product [O:42]1[CH2:46][CH2:45][C@@H:44]([O:19][C:16]2[CH:17]=[CH:18][C:13]([N:12]3[C:8]([C:7]4[C:2]([NH2:1])=[N:3][CH:4]=[C:5]([Br:22])[CH:6]=4)=[N:9][N:10]=[N:11]3)=[C:14]([F:21])[C:15]=2[F:20])[CH2:43]1, predict the reactants needed to synthesize it. The reactants are: [NH2:1][C:2]1[C:7]([C:8]2[N:12]([C:13]3[CH:18]=[CH:17][C:16]([OH:19])=[C:15]([F:20])[C:14]=3[F:21])[N:11]=[N:10][N:9]=2)=[CH:6][C:5]([Br:22])=[CH:4][N:3]=1.C1(P(C2C=CC=CC=2)C2C=CC=CC=2)C=CC=CC=1.[O:42]1[CH2:46][CH2:45][C@H:44](O)[CH2:43]1. (4) Given the product [N:48]1[CH:47]=[CH:46][N:45]2[C:40]([C:14]3[N:15]=[C:16]([N:19]4[CH2:24][CH2:23][O:22][CH2:21][CH2:20]4)[C:17]4[S:18][C:10]([CH2:9][N:6]5[CH2:5][CH2:4][CH:3]([N:2]([CH3:38])[CH3:1])[CH2:8][CH2:7]5)=[CH:11][C:12]=4[N:13]=3)=[CH:41][CH:42]=[CH:43][C:44]=12, predict the reactants needed to synthesize it. The reactants are: [CH3:1][N:2]([CH3:38])[CH:3]1[CH2:8][CH2:7][N:6]([CH2:9][C:10]2[S:18][C:17]3[C:16]([N:19]4[CH2:24][CH2:23][O:22][CH2:21][CH2:20]4)=[N:15][C:14]([Sn](CCCC)(CCCC)CCCC)=[N:13][C:12]=3[CH:11]=2)[CH2:5][CH2:4]1.Br[C:40]1[N:45]2[CH:46]=[CH:47][N:48]=[C:44]2[CH:43]=[CH:42][CH:41]=1. (5) Given the product [Cl:1][C:2]1[CH:16]=[CH:15][C:5]([C:6]([C:8]2[CH:13]=[CH:12][C:11]([O:14][C:19](=[O:20])[N:18]([CH3:17])[C:22]3[CH:27]=[CH:26][CH:25]=[CH:24][CH:23]=3)=[CH:10][CH:9]=2)=[O:7])=[CH:4][CH:3]=1, predict the reactants needed to synthesize it. The reactants are: [Cl:1][C:2]1[CH:16]=[CH:15][C:5]([C:6]([C:8]2[CH:13]=[CH:12][C:11]([OH:14])=[CH:10][CH:9]=2)=[O:7])=[CH:4][CH:3]=1.[CH3:17][N:18]([C:22]1[CH:27]=[CH:26][CH:25]=[CH:24][CH:23]=1)[C:19](Cl)=[O:20]. (6) Given the product [CH2:46]([N:53]1[CH:61]=[C:60]2[C:55]([CH:56]=[C:57]([C:21]3[CH:22]=[C:23]([C:31]4[CH:36]=[CH:35][CH:34]=[C:33]([C:37]([CH3:45])([CH3:44])[O:38][SiH2:39][C:40]([CH3:43])([CH3:41])[CH3:42])[CH:32]=4)[N:24]4[C:29]=3[C:28]([NH2:30])=[N:27][CH:26]=[N:25]4)[CH:58]=[CH:59]2)=[N:54]1)[C:47]1[CH:52]=[CH:51][CH:50]=[CH:49][CH:48]=1, predict the reactants needed to synthesize it. The reactants are: C1C=CC(P(C2C=CC=CC=2)C2C=CC=CC=2)=CC=1.Br[C:21]1[CH:22]=[C:23]([C:31]2[CH:36]=[CH:35][CH:34]=[C:33]([C:37]([CH3:45])([CH3:44])[O:38][SiH2:39][C:40]([CH3:43])([CH3:42])[CH3:41])[CH:32]=2)[N:24]2[C:29]=1[C:28]([NH2:30])=[N:27][CH:26]=[N:25]2.[CH2:46]([N:53]1[CH:61]=[C:60]2[C:55]([CH:56]=[C:57](B3OC(C)(C)C(C)(C)O3)[CH:58]=[CH:59]2)=[N:54]1)[C:47]1[CH:52]=[CH:51][CH:50]=[CH:49][CH:48]=1.C([O-])([O-])=O.[Na+].[Na+]. (7) Given the product [CH:13]1([N:10]2[CH2:9][C:8]([F:19])([F:18])[C:7](=[O:20])[N:6]([CH3:21])[C:5]3[CH:4]=[N:3][C:2]([NH:22][C:23]4[CH:31]=[CH:30][C:26]([C:27]([OH:29])=[O:28])=[CH:25][C:24]=4[O:32][CH3:33])=[N:12][C:11]2=3)[CH2:17][CH2:16][CH2:15][CH2:14]1, predict the reactants needed to synthesize it. The reactants are: Cl[C:2]1[N:3]=[CH:4][C:5]2[N:6]([CH3:21])[C:7](=[O:20])[C:8]([F:19])([F:18])[CH2:9][N:10]([CH:13]3[CH2:17][CH2:16][CH2:15][CH2:14]3)[C:11]=2[N:12]=1.[NH2:22][C:23]1[CH:31]=[CH:30][C:26]([C:27]([OH:29])=[O:28])=[CH:25][C:24]=1[O:32][CH3:33].